From a dataset of Catalyst prediction with 721,799 reactions and 888 catalyst types from USPTO. Predict which catalyst facilitates the given reaction. (1) Reactant: [SH:1][C:2]1[C:11]2[C:6](=[CH:7][C:8]([O:14][CH3:15])=[C:9]([O:12][CH3:13])[CH:10]=2)[N:5]=[CH:4][C:3]=1[C:16]#[N:17].Br[CH2:19][C:20](=[O:25])[C:21]([F:24])([F:23])[F:22].C([O-])([O-])=O.[K+].[K+]. Product: [NH2:17][C:16]1[C:3]2[CH:4]=[N:5][C:6]3[CH:7]=[C:8]([O:14][CH3:15])[C:9]([O:12][CH3:13])=[CH:10][C:11]=3[C:2]=2[S:1][C:19]=1[C:20](=[O:25])[C:21]([F:24])([F:23])[F:22]. The catalyst class is: 21. (2) Reactant: ClC([O:5][C:6](=O)[O:7]C(Cl)(Cl)Cl)(Cl)Cl.[CH:13]1([OH:17])[CH2:16][CH2:15][CH2:14]1.Cl.Cl.Cl.[F:21][C:22]1[CH:46]=[CH:45][CH:44]=[CH:43][C:23]=1[CH2:24][C:25]1[N:29]2[N:30]=[CH:31][CH:32]=[CH:33][C:28]2=[C:27]([C:34]2[N:39]=[C:38]([NH2:40])[C:37]([NH2:41])=[C:36]([NH2:42])[N:35]=2)[N:26]=1.[C:47](=O)(O)[O-:48].[Na+]. Product: [CH:6]([OH:7])=[O:5].[NH2:42][C:36]1[C:37]([NH:41][C:47](=[O:48])[O:17][CH:13]2[CH2:16][CH2:15][CH2:14]2)=[C:38]([NH2:40])[N:39]=[C:34]([C:27]2[N:26]=[C:25]([CH2:24][C:23]3[CH:43]=[CH:44][CH:45]=[CH:46][C:22]=3[F:21])[N:29]3[C:28]=2[CH:33]=[CH:32][CH:31]=[N:30]3)[N:35]=1. The catalyst class is: 17. (3) Reactant: [CH3:1][N:2]1[CH:6]=[CH:5][C:4]([S:7](Cl)(=[O:9])=[O:8])=[N:3]1.[OH-].[NH4+:12]. Product: [CH3:1][N:2]1[CH:6]=[CH:5][C:4]([S:7]([NH2:12])(=[O:9])=[O:8])=[N:3]1. The catalyst class is: 1. (4) Reactant: C(OC([N:8]1[CH2:13][CH2:12][N:11]([C:14]2[CH:19]=[C:18]([C:20]3[CH:25]=[CH:24][CH:23]=[C:22]([C:26]([F:29])([F:28])[F:27])[CH:21]=3)[N:17]=[C:16]([C:30]#[N:31])[N:15]=2)[CH2:10][CH2:9]1)=O)(C)(C)C.[F:32][C:33]([F:38])([F:37])[C:34]([OH:36])=[O:35]. Product: [F:32][C:33]([F:38])([F:37])[C:34]([OH:36])=[O:35].[N:11]1([C:14]2[CH:19]=[C:18]([C:20]3[CH:25]=[CH:24][CH:23]=[C:22]([C:26]([F:27])([F:28])[F:29])[CH:21]=3)[N:17]=[C:16]([C:30]#[N:31])[N:15]=2)[CH2:10][CH2:9][NH:8][CH2:13][CH2:12]1.[F:32][C:33]([F:38])([F:37])[C:34]([OH:36])=[O:35]. The catalyst class is: 4. (5) Reactant: [CH2:1]([C:8]1[NH:26][C:11]2[N:12]=[N:13][C:14]([CH2:16][CH2:17][CH2:18][CH2:19][C:20]3[S:24][C:23]([NH2:25])=[N:22][N:21]=3)=[CH:15][C:10]=2[CH:9]=1)[C:2]1[CH:7]=[CH:6][CH:5]=[CH:4][CH:3]=1.[C:27]1([CH2:33][C:34](Cl)=[O:35])[CH:32]=[CH:31][CH:30]=[CH:29][CH:28]=1. Product: [CH2:1]([C:8]1[NH:26][C:11]2[N:12]=[N:13][C:14]([CH2:16][CH2:17][CH2:18][CH2:19][C:20]3[S:24][C:23]([NH:25][C:34](=[O:35])[CH2:33][C:27]4[CH:32]=[CH:31][CH:30]=[CH:29][CH:28]=4)=[N:22][N:21]=3)=[CH:15][C:10]=2[CH:9]=1)[C:2]1[CH:7]=[CH:6][CH:5]=[CH:4][CH:3]=1. The catalyst class is: 17. (6) Reactant: [CH3:1][C:2]1[CH:7]=[CH:6][C:5]([S:8]([O:11][CH2:12][C@H:13]2[CH:22]=[CH:21][C:20]3[C:15](=[CH:16][CH:17]=[CH:18][CH:19]=3)[O:14]2)(=[O:10])=[O:9])=[CH:4][CH:3]=1. Product: [CH3:1][C:2]1[CH:3]=[CH:4][C:5]([S:8]([O:11][CH2:12][C@H:13]2[CH2:22][CH2:21][C:20]3[C:15](=[CH:16][CH:17]=[CH:18][CH:19]=3)[O:14]2)(=[O:10])=[O:9])=[CH:6][CH:7]=1. The catalyst class is: 29. (7) Reactant: [C:1]12([C:11]3[CH:30]=[CH:29][C:14]([O:15][CH2:16][C:17]([NH:19][C:20]4[CH:21]=[N:22][CH:23]=[C:24]([CH:28]=4)[C:25](O)=[O:26])=[O:18])=[CH:13][CH:12]=3)[CH2:10][CH:5]3[CH2:6][CH:7]([CH2:9][CH:3]([CH2:4]3)[CH2:2]1)[CH2:8]2.[NH2:31][CH2:32][CH2:33][CH2:34][N:35]1[CH:39]=[CH:38][N:37]=[CH:36]1.C1CN([P+](ON2N=NC3C=CC=CC2=3)(N2CCCC2)N2CCCC2)CC1.F[P-](F)(F)(F)(F)F.CO. Product: [C:1]12([C:11]3[CH:30]=[CH:29][C:14]([O:15][CH2:16][C:17]([NH:19][C:20]4[CH:21]=[N:22][CH:23]=[C:24]([CH:28]=4)[C:25]([NH:31][CH2:32][CH2:33][CH2:34][N:35]4[CH:39]=[CH:38][N:37]=[CH:36]4)=[O:26])=[O:18])=[CH:13][CH:12]=3)[CH2:10][CH:5]3[CH2:4][CH:3]([CH2:9][CH:7]([CH2:6]3)[CH2:8]1)[CH2:2]2. The catalyst class is: 241.